Dataset: Forward reaction prediction with 1.9M reactions from USPTO patents (1976-2016). Task: Predict the product of the given reaction. (1) Given the reactants C[N:2](C)/[CH:3]=[CH:4]/[C:5]([C:7]1[C:12](=[O:13])[CH:11]=[CH:10][N:9]([C:14]2[CH:19]=[CH:18][CH:17]=[CH:16][CH:15]=2)[N:8]=1)=O.[NH:21]([C:23]1[CH:28]=[CH:27][N:26]=[CH:25][CH:24]=1)N, predict the reaction product. The product is: [C:14]1([N:9]2[CH:10]=[CH:11][C:12](=[O:13])[C:7]([C:5]3[N:21]([C:23]4[CH:28]=[CH:27][N:26]=[CH:25][CH:24]=4)[N:2]=[CH:3][CH:4]=3)=[N:8]2)[CH:19]=[CH:18][CH:17]=[CH:16][CH:15]=1. (2) Given the reactants [CH:1]1([C:4]2[N:8]=[C:7]([C:9]3[N:10]=[CH:11][N:12]4[C:18]=3[CH2:17][N:16](CC3C=CC(OC)=CC=3OC)[C:15](=[O:30])[C:14]3[CH:31]=[C:32]([O:35][CH3:36])[CH:33]=[CH:34][C:13]4=3)[O:6][N:5]=2)[CH2:3][CH2:2]1.C(O)(C(F)(F)F)=O.FC(F)(F)S(O)(=O)=O, predict the reaction product. The product is: [CH:1]1([C:4]2[N:8]=[C:7]([C:9]3[N:10]=[CH:11][N:12]4[C:18]=3[CH2:17][NH:16][C:15](=[O:30])[C:14]3[CH:31]=[C:32]([O:35][CH3:36])[CH:33]=[CH:34][C:13]4=3)[O:6][N:5]=2)[CH2:3][CH2:2]1. (3) Given the reactants [F:1][C:2]1[CH:7]=[C:6]([O:8][CH2:9][C:10]2[CH:15]=[CH:14][C:13]([F:16])=[CH:12][CH:11]=2)[CH:5]=[CH:4][C:3]=1[NH2:17].Cl.[C:19]([C:22]1([C:25]([NH2:27])=[O:26])[CH2:24][CH2:23]1)(O)=[O:20].Cl.CN(C)CCCN=C=NCC.C(N(CC)CC)C, predict the reaction product. The product is: [F:1][C:2]1[CH:7]=[C:6]([O:8][CH2:9][C:10]2[CH:15]=[CH:14][C:13]([F:16])=[CH:12][CH:11]=2)[CH:5]=[CH:4][C:3]=1[NH:17][C:19]([C:22]1([C:25]([NH2:27])=[O:26])[CH2:24][CH2:23]1)=[O:20]. (4) Given the reactants [CH2:1]([NH:8][C:9]1[CH:17]=[C:16]([N:18]2[CH2:23][CH2:22][N:21]([C:24](=[O:31])[C:25]3[CH:30]=[CH:29][CH:28]=[CH:27][CH:26]=3)[CH2:20][CH2:19]2)[CH:15]=[CH:14][C:10]=1[C:11]([OH:13])=O)[C:2]1[CH:7]=[CH:6][CH:5]=[CH:4][CH:3]=1.CN.C1COCC1.[CH2:39]([N:41](CC)CC)C.C1(P(N=[N+]=[N-])(C2C=CC=CC=2)=O)C=CC=CC=1, predict the reaction product. The product is: [CH2:1]([NH:8][C:9]1[CH:17]=[C:16]([N:18]2[CH2:19][CH2:20][N:21]([C:24](=[O:31])[C:25]3[CH:26]=[CH:27][CH:28]=[CH:29][CH:30]=3)[CH2:22][CH2:23]2)[CH:15]=[CH:14][C:10]=1[C:11]([NH:41][CH3:39])=[O:13])[C:2]1[CH:3]=[CH:4][CH:5]=[CH:6][CH:7]=1. (5) Given the reactants [C:1]([O:10]C)(=O)[C:2]1[C:3](=[CH:5][CH:6]=[CH:7][CH:8]=1)[SH:4].[S:12]1[CH:16]=[CH:15][CH:14]=[C:13]1[C:17]1C=[N:23][CH:22]=[CH:21][C:18]=1C#N.[CH2:25]([N:27](CC)CC)[CH3:26], predict the reaction product. The product is: [S:12]1[CH:16]=[CH:15][CH:14]=[C:13]1[C:17]1[CH:18]=[C:21]([C:22]2[S:4][C:3]3[CH:5]=[CH:6][CH:7]=[CH:8][C:2]=3[C:1](=[O:10])[N:23]=2)[CH:26]=[CH:25][N:27]=1. (6) The product is: [F:1][C:2]1[CH:12]=[CH:11][C:5]2[N:6]([C:13]([O:15][C:16]([CH3:19])([CH3:18])[CH3:17])=[O:14])[C:7](=[O:10])[CH2:8][O:9][C:4]=2[CH:3]=1. Given the reactants [F:1][C:2]1[CH:12]=[CH:11][C:5]2[NH:6][C:7](=[O:10])[CH2:8][O:9][C:4]=2[CH:3]=1.[C:13](O[C:13]([O:15][C:16]([CH3:19])([CH3:18])[CH3:17])=[O:14])([O:15][C:16]([CH3:19])([CH3:18])[CH3:17])=[O:14].CCOC(C)=O, predict the reaction product. (7) Given the reactants [Cl:1][C:2]1[CH:3]=[C:4]([C@@H:8]2[C@@H:13]([C:14]3[CH:19]=[CH:18][C:17]([Cl:20])=[CH:16][CH:15]=3)[N:12]([C@H:21]([CH:24]3[CH2:29][CH2:28][CH2:27][CH2:26][O:25]3)[CH2:22][CH3:23])[C:11](=[O:30])[C@:10]([CH2:32][CH:33]([OH:36])CO)([CH3:31])[CH2:9]2)[CH:5]=[CH:6][CH:7]=1.I([O-])(=O)(=O)=O.[Na+].CO, predict the reaction product. The product is: [Cl:1][C:2]1[CH:3]=[C:4]([C@@H:8]2[C@@H:13]([C:14]3[CH:19]=[CH:18][C:17]([Cl:20])=[CH:16][CH:15]=3)[N:12]([C@H:21]([CH:24]3[CH2:29][CH2:28][CH2:27][CH2:26][O:25]3)[CH2:22][CH3:23])[C:11](=[O:30])[C@:10]([CH2:32][CH:33]=[O:36])([CH3:31])[CH2:9]2)[CH:5]=[CH:6][CH:7]=1. (8) The product is: [N:1]1([CH2:9][CH2:10][CH2:11][O:12][C:19]2[CH:20]=[CH:21][C:16]([NH2:13])=[CH:17][CH:18]=2)[CH2:7][CH2:6][CH2:5][CH2:4][CH2:3][CH2:2]1. Given the reactants [NH:1]1[CH2:7][CH2:6][CH2:5][CH2:4][CH2:3][CH2:2]1.Br[CH2:9][CH2:10][CH2:11][OH:12].[N+:13]([C:16]1[CH:21]=[CH:20][C:19](O)=[CH:18][CH:17]=1)([O-])=O, predict the reaction product. (9) Given the reactants [F:1][C:2]1[CH:7]=[CH:6][CH:5]=[C:4]([C:8]2[CH:13]=[CH:12][C:11]([O:14][CH2:15][CH:16]3[CH2:21][CH2:20][N:19]([CH2:22][C:23]([F:26])([CH3:25])[CH3:24])[CH2:18][CH2:17]3)=[CH:10][CH:9]=2)[C:3]=1[C:27]([N:29]1[CH2:33][C@H:32]([OH:34])[CH2:31][C@H:30]1[C:35]([OH:37])=O)=[O:28].[Cl-].[NH4+].C(Cl)CCl.C1C=CC2N(O)N=[N:50]C=2C=1.CCN(C(C)C)C(C)C, predict the reaction product. The product is: [F:1][C:2]1[CH:7]=[CH:6][CH:5]=[C:4]([C:8]2[CH:13]=[CH:12][C:11]([O:14][CH2:15][CH:16]3[CH2:21][CH2:20][N:19]([CH2:22][C:23]([F:26])([CH3:25])[CH3:24])[CH2:18][CH2:17]3)=[CH:10][CH:9]=2)[C:3]=1[C:27]([N:29]1[CH2:33][C@H:32]([OH:34])[CH2:31][C@H:30]1[C:35]([NH2:50])=[O:37])=[O:28].